Dataset: Forward reaction prediction with 1.9M reactions from USPTO patents (1976-2016). Task: Predict the product of the given reaction. (1) Given the reactants [Cl:1][C:2]1[C:11](B2OC(C)(C)C(C)(C)O2)=[CH:10][C:5]([C:6]([O:8][CH3:9])=[O:7])=[C:4]([OH:21])[CH:3]=1.C1(C)C=CC=CC=1.Br[CH2:30][C:31]1[CH:36]=[CH:35][C:34]([N:37]2[CH:41]=[CH:40][CH:39]=[N:38]2)=[CH:33][CH:32]=1.P([O-])([O-])([O-])=O.[K+].[K+].[K+], predict the reaction product. The product is: [N:37]1([C:34]2[CH:35]=[CH:36][C:31]([CH2:30][C:11]3[C:2]([Cl:1])=[CH:3][C:4]([OH:21])=[C:5]([CH:10]=3)[C:6]([O:8][CH3:9])=[O:7])=[CH:32][CH:33]=2)[CH:41]=[CH:40][CH:39]=[N:38]1. (2) Given the reactants [O:1]=[CH:2][C@@H:3]([C@@H:5]([C@H:7]([C@H:9]([CH3:11])[OH:10])[OH:8])[OH:6])[OH:4].C[C@@H]1O[C@@H]([O:19][CH2:20][C@H:21]2[O:26][C@@H:25]([O:27][C:28]3[C:37](=[O:38])[C:36]4[C:35]([OH:39])=[CH:34][C:33]([OH:40])=[CH:32][C:31]=4[O:30][C:29]=3[C:41]3[CH:42]=[CH:43][C:44]([OH:48])=[C:45]([OH:47])[CH:46]=3)[C@H:24]([OH:49])[C@@H:23]([OH:50])[C@@H:22]2[OH:51])[C@H](O)[C@H](O)[C@H]1O, predict the reaction product. The product is: [CH:42]1[C:41]([C:29]2[O:30][C:31]3[C:36](=[C:35]([OH:39])[CH:34]=[C:33]([OH:40])[CH:32]=3)[C:37](=[O:38])[C:28]=2[O:27][C@@H:25]2[O:26][C@H:21]([CH2:20][OH:19])[C@@H:22]([OH:51])[C@H:23]([OH:50])[C@H:24]2[OH:49])=[CH:46][C:45]([OH:47])=[C:44]([OH:48])[CH:43]=1.[O:1]=[CH:2][C@@H:3]([C@@H:5]([C@H:7]([C@H:9]([CH3:11])[OH:10])[OH:8])[OH:6])[OH:4]. (3) Given the reactants [CH3:1][C:2]1[CH:6]=[CH:5][S:4][C:3]=1[CH2:7][CH2:8][C:9]([OH:11])=O.O.ON1C2C=CC=CC=2N=N1.Cl.CN(C)CCCN=C=NCC.[CH3:35][C:36]1([C:42]2[CH:43]=[C:44]([NH:48][S:49]([CH3:52])(=[O:51])=[O:50])[CH:45]=[CH:46][CH:47]=2)[CH:41]2[CH:37]1[CH2:38][NH:39][CH2:40]2.C(=O)([O-])O.[Na+], predict the reaction product. The product is: [CH3:35][C:36]1([C:42]2[CH:43]=[C:44]([NH:48][S:49]([CH3:52])(=[O:51])=[O:50])[CH:45]=[CH:46][CH:47]=2)[CH:41]2[CH:37]1[CH2:38][N:39]([C:9](=[O:11])[CH2:8][CH2:7][C:3]1[S:4][CH:5]=[CH:6][C:2]=1[CH3:1])[CH2:40]2. (4) Given the reactants Br[CH2:2][C:3]([N:5]1[CH2:9][CH2:8][CH2:7][C:6]1([C:15]([O:17]CC)=O)[C:10]([O:12][CH2:13][CH3:14])=[O:11])=[O:4].[CH2:20]([NH2:27])[C:21]1[CH:26]=[CH:25][CH:24]=[CH:23][CH:22]=1, predict the reaction product. The product is: [O:17]=[C:15]1[N:27]([CH2:20][C:21]2[CH:26]=[CH:25][CH:24]=[CH:23][CH:22]=2)[CH2:2][C:3](=[O:4])[N:5]2[CH2:9][CH2:8][CH2:7][C:6]12[C:10]([O:12][CH2:13][CH3:14])=[O:11]. (5) Given the reactants [Cl:1][C:2]1[CH:7]=[C:6]([C:8]2[CH:13]=[N:12][CH:11]=[C:10]([CH3:14])[N:9]=2)[CH:5]=[CH:4][C:3]=1[C:15]1[C:26](=[O:27])[N:25]([CH2:28][CH2:29][NH:30][C:31](=[O:37])[O:32][C:33]([CH3:36])([CH3:35])[CH3:34])[C:18]2[N:19]=[C:20]([S:23][CH3:24])[N:21]=[CH:22][C:17]=2[CH:16]=1.ClC1C=C(C=CC=1)C(OO)=[O:43], predict the reaction product. The product is: [Cl:1][C:2]1[CH:7]=[C:6]([C:8]2[CH:13]=[N:12][CH:11]=[C:10]([CH3:14])[N:9]=2)[CH:5]=[CH:4][C:3]=1[C:15]1[C:26](=[O:27])[N:25]([CH2:28][CH2:29][NH:30][C:31](=[O:37])[O:32][C:33]([CH3:34])([CH3:36])[CH3:35])[C:18]2[N:19]=[C:20]([S:23]([CH3:24])=[O:43])[N:21]=[CH:22][C:17]=2[CH:16]=1. (6) The product is: [C:20]([C:23]1[CH:28]=[CH:27][C:26]([NH:29][C:30]([N:11]2[CH2:12][CH2:13][C:8]3([C:14]4[C:19](=[CH:18][CH:17]=[CH:16][CH:15]=4)[N:6]([S:2](=[O:4])(=[O:5])[NH2:3])[CH2:7]3)[CH2:9][CH2:10]2)=[O:31])=[CH:25][CH:24]=1)(=[O:22])[CH3:21]. Given the reactants Cl.[S:2]([N:6]1[C:19]2[C:14](=[CH:15][CH:16]=[CH:17][CH:18]=2)[C:8]2([CH2:13][CH2:12][NH:11][CH2:10][CH2:9]2)[CH2:7]1)(=[O:5])(=[O:4])[NH2:3].[C:20]([C:23]1[CH:28]=[CH:27][C:26]([NH:29][C:30](=O)[O:31]C2C=CC=CC=2)=[CH:25][CH:24]=1)(=[O:22])[CH3:21].CCN(CC)CC, predict the reaction product. (7) Given the reactants [Cl:1][C:2]1[CH:3]=[C:4]([C@@H:8]2[C@@H:13]([C:14]3[CH:19]=[CH:18][C:17]([Cl:20])=[CH:16][CH:15]=3)[N:12]([CH:21]3[CH2:25][CH2:24][CH:23]=[CH:22]3)[C:11](=[O:26])[C@:10]([CH2:28][CH:29]([OH:32])CO)([CH3:27])[CH2:9]2)[CH:5]=[CH:6][CH:7]=1.I([O-])(=O)(=O)=O.[Na+], predict the reaction product. The product is: [Cl:1][C:2]1[CH:3]=[C:4]([C@@H:8]2[C@@H:13]([C:14]3[CH:19]=[CH:18][C:17]([Cl:20])=[CH:16][CH:15]=3)[N:12]([CH:21]3[CH2:25][CH2:24][CH:23]=[CH:22]3)[C:11](=[O:26])[C@:10]([CH2:28][CH:29]=[O:32])([CH3:27])[CH2:9]2)[CH:5]=[CH:6][CH:7]=1. (8) Given the reactants [CH3:1][O:2][C:3]1[CH:8]=[C:7]([N+:9]([O-])=O)[CH:6]=[CH:5][C:4]=1[N:12]1[CH:17]=[CH:16][CH:15]=[C:14]([CH2:18][CH2:19][CH3:20])[C:13]1=[O:21].[H][H], predict the reaction product. The product is: [NH2:9][C:7]1[CH:6]=[CH:5][C:4]([N:12]2[CH:17]=[CH:16][CH:15]=[C:14]([CH2:18][CH2:19][CH3:20])[C:13]2=[O:21])=[C:3]([O:2][CH3:1])[CH:8]=1. (9) Given the reactants C[O:2][C:3]([C:5]1[CH:10]=[CH:9][C:8](=[O:11])[N:7]([CH3:12])[C:6]=1[NH:13][C:14]1[CH:19]=[CH:18][C:17]([Br:20])=[CH:16][C:15]=1[F:21])=[O:4].[OH-].[Na+].Cl, predict the reaction product. The product is: [Br:20][C:17]1[CH:18]=[CH:19][C:14]([NH:13][C:6]2[N:7]([CH3:12])[C:8](=[O:11])[CH:9]=[CH:10][C:5]=2[C:3]([OH:4])=[O:2])=[C:15]([F:21])[CH:16]=1.